Dataset: Catalyst prediction with 721,799 reactions and 888 catalyst types from USPTO. Task: Predict which catalyst facilitates the given reaction. (1) Reactant: Cl[C:2]1[CH:7]=[CH:6][C:5]([C:8]2[S:9][C:10]3[N:11]=[CH:12][N:13]=[CH:14][C:15]=3[N:16]=2)=[CH:4][C:3]=1[C:17]#[N:18].[F:19][C:20]1[CH:21]=[C:22]([OH:26])[CH:23]=[CH:24][CH:25]=1.[H-].[Na+].O. Product: [C:17]([C:3]1[CH:4]=[C:5]([C:8]2[S:9][C:10]3[N:11]=[CH:12][N:13]=[CH:14][C:15]=3[N:16]=2)[CH:6]=[CH:7][C:2]=1[O:26][C:22]1[CH:23]=[CH:24][CH:25]=[C:20]([F:19])[CH:21]=1)#[N:18]. The catalyst class is: 16. (2) Reactant: [C:1](Cl)(=O)[C:2]([Cl:4])=[O:3].[O:7]1[CH2:12][CH2:11]C(C(O)=O)[CH2:9][CH2:8]1. Product: [O:7]1[CH2:12][CH2:11][CH:1]([C:2]([Cl:4])=[O:3])[CH2:9][CH2:8]1. The catalyst class is: 85. (3) Reactant: [CH3:1][N:2]1[C:6]2[CH:7]=[C:8]([C:11]3[N:12]=[CH:13][NH:14][C:15]=3[C:16]3[CH:17]=[C:18]([CH3:22])[CH:19]=[CH:20][CH:21]=3)[CH:9]=[CH:10][C:5]=2[N:4]([C:23]2[CH:28]=[CH:27][CH:26]=[CH:25][CH:24]=2)[C:3]1=[O:29].[H-].[Na+].Cl[C:33]1[CH:38]=[N:37][CH:36]=[CH:35][N:34]=1. Product: [CH3:1][N:2]1[C:6]2[CH:7]=[C:8]([C:11]3[N:12]([C:33]4[CH:38]=[N:37][CH:36]=[CH:35][N:34]=4)[CH2:13][NH:14][C:15]=3[C:16]3[CH:17]=[C:18]([CH3:22])[CH:19]=[CH:20][CH:21]=3)[CH:9]=[CH:10][C:5]=2[N:4]([C:23]2[CH:28]=[CH:27][CH:26]=[CH:25][CH:24]=2)[C:3]1=[O:29]. The catalyst class is: 3. (4) Reactant: FC(F)(F)C(O)=O.[C:8]1([CH2:14][N:15]2[CH2:18][C:17]3([CH2:22][CH2:21][NH:20][CH2:19]3)[CH:16]2C(OC(C)(C)C)=O)[CH:13]=[CH:12][CH:11]=[CH:10][CH:9]=1. Product: [C:8]1([CH2:14][N:15]2[CH2:16][C:17]3([CH2:22][CH2:21][NH:20][CH2:19]3)[CH2:18]2)[CH:9]=[CH:10][CH:11]=[CH:12][CH:13]=1. The catalyst class is: 22. (5) The catalyst class is: 16. Reactant: [Br:1][C:2]1[CH:11]=[C:10]2[C:5]([CH:6]=[CH:7][N:8]=[C:9]2Cl)=[CH:4][CH:3]=1.[C:13]([N:20]1[CH2:26][CH2:25]C[NH:23][CH2:22][CH2:21]1)([O:15][C:16]([CH3:19])([CH3:18])[CH3:17])=[O:14].C(=O)([O-])[O-].[K+].[K+]. Product: [Br:1][C:2]1[CH:11]=[C:10]2[C:5]([CH:6]=[CH:7][N:8]=[C:9]2[N:23]2[CH2:22][CH2:21][N:20]([C:13]([O:15][C:16]([CH3:17])([CH3:18])[CH3:19])=[O:14])[CH2:26][CH2:25]2)=[CH:4][CH:3]=1.